This data is from Full USPTO retrosynthesis dataset with 1.9M reactions from patents (1976-2016). The task is: Predict the reactants needed to synthesize the given product. Given the product [C:17](#[N:20])[CH:18]=[CH2:19].[CH2:9]=[CH:10][C:11]1[CH:16]=[CH:15][CH:14]=[CH:13][CH:12]=1, predict the reactants needed to synthesize it. The reactants are: C1(C)C(C)=CC=CC=1.[CH2:9]=[CH:10][C:11]1[CH:16]=[CH:15][CH:14]=[CH:13][CH:12]=1.[C:17](#[N:20])[CH:18]=[CH2:19].C(OOC(=O)C1C=CC=CC=1)(=O)C1C=CC=CC=1.